This data is from Forward reaction prediction with 1.9M reactions from USPTO patents (1976-2016). The task is: Predict the product of the given reaction. (1) The product is: [CH2:20]([O:19][C:17]([C:2]1[O:3][CH:4]=[C:5]([C:7]([O:9][CH2:10][CH3:11])=[O:8])[N:6]=1)=[CH2:18])[CH3:21]. Given the reactants Cl[C:2]1[O:3][CH:4]=[C:5]([C:7]([O:9][CH2:10][CH3:11])=[O:8])[N:6]=1.C([Sn](CCCC)(CCCC)[C:17]([O:19][CH2:20][CH3:21])=[CH2:18])CCC, predict the reaction product. (2) Given the reactants [Cl:1][C:2]1[CH:3]=[C:4]([NH:9][S:10]([C:13]2[CH:22]=[CH:21][C:20]([O:23][CH3:24])=[C:19]3[C:14]=2[CH2:15][CH2:16][C@H:17]([NH:25]C(=O)C(F)(F)F)[CH2:18]3)(=[O:12])=[O:11])[CH:5]=[C:6]([Cl:8])[CH:7]=1.[OH-].[Na+].Cl, predict the reaction product. The product is: [NH2:25][C@H:17]1[CH2:16][CH2:15][C:14]2[C:13]([S:10]([NH:9][C:4]3[CH:5]=[C:6]([Cl:8])[CH:7]=[C:2]([Cl:1])[CH:3]=3)(=[O:11])=[O:12])=[CH:22][CH:21]=[C:20]([O:23][CH3:24])[C:19]=2[CH2:18]1.